Task: Predict the reaction yield, written as a fraction of the theoretical maximum amount of product (1.0 means a 100% yield; for example, 0.34 means a 34% yield).. Dataset: Reaction yield outcomes from USPTO patents with 853,638 reactions (1) The reactants are [C:1]([O:5][C@H:6]([C@H:8]1[CH2:12][O:11][C:10](=[O:13])[N:9]1[C:14]1[CH:19]=[CH:18][N:17]=[C:16](Cl)[N:15]=1)[CH3:7])([CH3:4])([CH3:3])[CH3:2].CS(C)=O.Cl.[Cl:26][C:27]1[CH:32]=[CH:31][C:30]([C:33]2[S:34][C:35]([C@@H:38]([NH2:40])[CH3:39])=[CH:36][N:37]=2)=[CH:29][CH:28]=1.CCN(C(C)C)C(C)C. The catalyst is O.CCOC(C)=O.CCCCCCC. The product is [C:1]([O:5][C@H:6]([C@H:8]1[CH2:12][O:11][C:10](=[O:13])[N:9]1[C:14]1[CH:19]=[CH:18][N:17]=[C:16]([NH:40][C@H:38]([C:35]2[S:34][C:33]([C:30]3[CH:31]=[CH:32][C:27]([Cl:26])=[CH:28][CH:29]=3)=[N:37][CH:36]=2)[CH3:39])[N:15]=1)[CH3:7])([CH3:4])([CH3:3])[CH3:2]. The yield is 0.330. (2) The product is [NH2:23][C:18]1[CH:19]=[N:20][CH:21]=[CH:22][C:17]=1[C@@H:6]1[CH2:7][C@H:8]([NH:9][C:10](=[O:16])[O:11][C:12]([CH3:13])([CH3:14])[CH3:15])[C@@H:3]([O:2][CH3:1])[C@H:4]([CH3:26])[CH2:5]1.[NH2:23][C:18]1[CH:19]=[N:20][CH:21]=[CH:22][C:17]=1[C@H:6]1[CH2:7][C@@H:8]([NH:9][C:10](=[O:16])[O:11][C:12]([CH3:13])([CH3:14])[CH3:15])[C@H:3]([O:2][CH3:1])[C@@H:4]([CH3:26])[CH2:5]1. The catalyst is CCO.[Pd]. The reactants are [CH3:1][O:2][C@H:3]1[C@H:8]([NH:9][C:10](=[O:16])[O:11][C:12]([CH3:15])([CH3:14])[CH3:13])[CH:7]=[C:6]([C:17]2[CH:22]=[CH:21][N:20]=[CH:19][C:18]=2[N+:23]([O-])=O)[CH2:5][C@@H:4]1[CH3:26]. The yield is 0.150. (3) The reactants are [F:1][C:2]1[CH:25]=[C:24]([N+:26]([O-:28])=[O:27])[CH:23]=[CH:22][C:3]=1[O:4][C:5]1[CH:10]=[CH:9][N:8]=[C:7]2[CH:11]=[C:12]([C:14]3[CH:21]=[CH:20][C:17]([CH:18]=O)=[CH:16][N:15]=3)[S:13][C:6]=12.[CH3:29][O:30][CH2:31][CH2:32][NH2:33].[BH-](OC(C)=O)(OC(C)=O)OC(C)=O.[Na+]. The catalyst is C(Cl)Cl. The product is [F:1][C:2]1[CH:25]=[C:24]([N+:26]([O-:28])=[O:27])[CH:23]=[CH:22][C:3]=1[O:4][C:5]1[CH:10]=[CH:9][N:8]=[C:7]2[CH:11]=[C:12]([C:14]3[N:15]=[CH:16][C:17]([CH2:18][NH:33][CH2:32][CH2:31][O:30][CH3:29])=[CH:20][CH:21]=3)[S:13][C:6]=12. The yield is 0.650.